This data is from Catalyst prediction with 721,799 reactions and 888 catalyst types from USPTO. The task is: Predict which catalyst facilitates the given reaction. Reactant: [F:1][C:2]1[CH:7]=[CH:6][C:5]([CH2:8][CH:9]([C:13]2[CH:18]=[CH:17][C:16]([S:19]([CH3:22])(=[O:21])=[O:20])=[CH:15][CH:14]=2)[C:10](O)=[O:11])=[CH:4][CH:3]=1.[C:23]([SiH2:27][O:28][C:29]([CH3:41])([CH3:40])[C:30]1[CH:39]=[CH:38][C:33]2[N:34]=[C:35]([NH2:37])[O:36][C:32]=2[CH:31]=1)([CH3:26])([CH3:25])[CH3:24].CCN=C=NCCCN(C)C.Cl. Product: [C:23]([SiH2:27][O:28][C:29]([CH3:41])([CH3:40])[C:30]1[CH:39]=[CH:38][C:33]2[N:34]=[C:35]([NH:37][C:10](=[O:11])[CH:9]([C:13]3[CH:14]=[CH:15][C:16]([S:19]([CH3:22])(=[O:20])=[O:21])=[CH:17][CH:18]=3)[CH2:8][C:5]3[CH:6]=[CH:7][C:2]([F:1])=[CH:3][CH:4]=3)[O:36][C:32]=2[CH:31]=1)([CH3:26])([CH3:24])[CH3:25]. The catalyst class is: 64.